Dataset: Experimentally validated miRNA-target interactions with 360,000+ pairs, plus equal number of negative samples. Task: Binary Classification. Given a miRNA mature sequence and a target amino acid sequence, predict their likelihood of interaction. (1) The miRNA is gga-miR-456-3p with sequence CAGGCUGGUUAGAUGGUUGUCA. The protein sequence of the target gene is MVSKLSQLQTELLAALLESGLSKEALIQALGEPGPYLLAGEGPLDKGESCGGGRGELAELPNGLGETRGSEDETDDDGEDFTPPILKELENLSPEEAAHQKAVVETLLQEDPWRVAKMVKSYLQQHNIPQREVVDTTGLNQSHLSQHLNKGTPMKTQKRAALYTWYVRKQREVAQQFTHAGQGGLIEEPTGDELPTKKGRRNRFKWGPASQQILFQAYERQKNPSKEERETLVEECNRAECIQRGVSPSQAQGLGSNLVTEVRVYNWFANRRKEEAFRHKLAMDTYSGPPPGPGPGPALP.... Result: 0 (no interaction). (2) The miRNA is hsa-miR-130b-5p with sequence ACUCUUUCCCUGUUGCACUAC. The protein sequence of the target gene is MKQKMMARLLRTSFALLFLGLFGVLGAATISCRNEEGKAVDWFTFYKLPKRQNKESGETGLEYLYLDSTTRSWRKSEQLMNDTKSVLGRTLQQLYEAYASKSNNTAYLIYNDGVPKPVNYSRKYGHTKGLLLWNRVQGFWLIHSIPQFPPIPEEGYDYPPTGRRNGQSGICITFKYNQYEAIDSQLLVCNPNVYSCSIPATFHQELIHMPQLCTRASSSEIPGRLLTTLQSAQGQKFLHFAKSDSFLDDIFAAWMAQRLKTHLLTETWQRKRQELPSNCSLPYHVYNIKAIKLSRHSYFS.... Result: 0 (no interaction). (3) The miRNA is hsa-miR-3187-3p with sequence UUGGCCAUGGGGCUGCGCGG. The protein sequence of the target gene is MSEESNDDKKPTTKFELERETELRFEVEASQSVQLELLAGMAEIFGTELTRNKKFTFDAGAKVAVFTWHGCSLQLSGRTEVAYVSKDTPMLLYLNTHTALEQMRRQAEKEEERGPRVMVVGPTDVGKSTVCRLLLNYAVRLGRRPTYVELDVGQGSVSIPGTMGALYIERPADVEEGFSIQAPLVYHFGSTTPGTNIKLYNKITSRLADVFNQRCEVNRRASVSGCVINTCGWVKGYGYQALVHAASAFEVDVVVVLDQERLYNELKRDLPHFVRTVLLPKSGGVVERSKDFRRECRDER.... Result: 0 (no interaction). (4) The miRNA is hsa-miR-4502 with sequence GCUGAUGAUGAUGGUGCUGAAG. The protein sequence of the target gene is MGRKDAATIKLPVDQYRKQIGKQDYKKTKPILRATKLKAEAKKTAIGIKEVGLVLAAILALLLAFYAFFYLRLTTDVDPDLDQDED. Result: 1 (interaction). (5) The miRNA is hsa-miR-369-5p with sequence AGAUCGACCGUGUUAUAUUCGC. The protein sequence of the target gene is MRGSVECTWGWGHCAPSPLLLWTLLLFAAPFGLLGEKTRQVSLEVIPNWLGPLQNLLHIRAVGTNSTLHYVWSSLGPLAVVMVATNTPHSTLSVNWSLLLSPEPDGGLMVLPKDSIQFSSALVFTRLLEFDSTNVSDTAAKPLGRPYPPYSLADFSWNNITDSLDPATLSATFQGHPMNDPTRTFANGSLAFRVQAFSRSSRPAQPPRLLHTADTCQLEVALIGASPRGNRSLFGLEVATLGQGPDCPSMQEQHSIDDEYAPAVFQLDQLLWGSLPSGFAQWRPVAYSQKPGGRESALPC.... Result: 0 (no interaction).